Dataset: Full USPTO retrosynthesis dataset with 1.9M reactions from patents (1976-2016). Task: Predict the reactants needed to synthesize the given product. (1) Given the product [CH2:15]([O:14][C:4]1[C:5]2[O:9][C:8]([CH3:11])([CH3:10])[CH2:7][C:6]=2[C:12]([CH3:13])=[C:2]([N:28]2[CH2:29][CH2:30][N:25]([C:22]3[CH:23]=[CH:24][C:19]([CH3:18])=[CH:20][CH:21]=3)[CH2:26][CH2:27]2)[C:3]=1[CH3:17])[CH3:16], predict the reactants needed to synthesize it. The reactants are: Br[C:2]1[C:3]([CH3:17])=[C:4]([O:14][CH2:15][CH3:16])[C:5]2[O:9][C:8]([CH3:11])([CH3:10])[CH2:7][C:6]=2[C:12]=1[CH3:13].[CH3:18][C:19]1[CH:24]=[CH:23][C:22]([N:25]2[CH2:30][CH2:29][NH:28][CH2:27][CH2:26]2)=[CH:21][CH:20]=1. (2) Given the product [ClH:26].[F:25][C:22]1[CH:23]=[CH:24][C:19]([C:17]2[O:16][N:15]=[C:14]([C@H:10]3[CH2:11][CH2:12][CH2:13][NH:8][CH2:9]3)[N:18]=2)=[CH:20][CH:21]=1, predict the reactants needed to synthesize it. The reactants are: C(OC([N:8]1[CH2:13][CH2:12][CH2:11][C@H:10]([C:14]2[N:18]=[C:17]([C:19]3[CH:24]=[CH:23][C:22]([F:25])=[CH:21][CH:20]=3)[O:16][N:15]=2)[CH2:9]1)=O)(C)(C)C.[Cl:26]CCl. (3) Given the product [CH3:1][C:2]1([CH3:23])[C:8]2[CH:9]=[CH:10][C:11]([N+:13]([O-:15])=[O:14])=[CH:12][C:7]=2[NH:6][CH2:5][CH:4]([NH:17][CH2:18][CH2:19][O:20][CH3:21])[CH2:3]1, predict the reactants needed to synthesize it. The reactants are: [CH3:1][C:2]1([CH3:23])[C:8]2[CH:9]=[CH:10][C:11]([N+:13]([O-:15])=[O:14])=[CH:12][C:7]=2[NH:6][C:5](=O)[CH:4]([NH:17][C:18](=O)[CH2:19][O:20][CH3:21])[CH2:3]1. (4) Given the product [CH:8]([N:7]1[C:11]([C:12]([O:14][CH2:15][CH3:16])=[O:13])=[CH:1][C:3]2[C:4](=[C:17]([CH3:21])[CH:18]=[CH:19][CH:20]=2)[C:5]1=[O:6])([CH3:10])[CH3:9], predict the reactants needed to synthesize it. The reactants are: [CH:1]([C:3]1[CH:20]=[CH:19][CH:18]=[C:17]([CH3:21])[C:4]=1[C:5]([N:7]([CH2:11][C:12]([O:14][CH2:15][CH3:16])=[O:13])[CH:8]([CH3:10])[CH3:9])=[O:6])=O.C(=O)([O-])[O-].[Cs+].[Cs+]. (5) Given the product [Br:26][C:27]1[S:28][CH:29]=[C:30]([CH2:32][O:1][N:2]=[C:3]([C:10]2[CH:15]=[CH:14][CH:13]=[C:12]([S:16][CH3:17])[CH:11]=2)[C:4]2[N:8]([CH3:9])[N:7]=[N:6][N:5]=2)[N:31]=1, predict the reactants needed to synthesize it. The reactants are: [OH:1][N:2]=[C:3]([C:10]1[CH:15]=[CH:14][CH:13]=[C:12]([S:16][CH3:17])[CH:11]=1)[C:4]1[N:8]([CH3:9])[N:7]=[N:6][N:5]=1.C(=O)([O-])[O-].[Cs+].[Cs+].[I-].[K+].[Br:26][C:27]1[S:28][CH:29]=[C:30]([CH2:32]Br)[N:31]=1. (6) Given the product [Cl:55][C:49]1[CH:50]=[C:51]([Cl:54])[CH:52]=[CH:53][C:48]=1[C:47]1[CH:46]=[C:45]([O:56][CH2:57][CH2:68][CH2:69][N:12]2[CH2:7][CH2:8][CH2:9][CH2:10][CH2:11]2)[N:44]=[C:43]2[NH:39][CH:40]=[C:41]([C:64]#[N:65])[C:42]=12, predict the reactants needed to synthesize it. The reactants are: C(N(CC)CCO[C:7]1[N:12]=[C:11]2NC=C(C#N)[C:10]2=[C:9](C2C=CC=CC=2)[CH:8]=1)C.C([N:39]1[C:43]2=[N:44][C:45]([O:56][CH2:57]CN(CC)CC)=[CH:46][C:47]([C:48]3[CH:53]=[CH:52][C:51]([Cl:54])=[CH:50][C:49]=3[Cl:55])=[C:42]2[C:41]([C:64]#[N:65])=[CH:40]1)(C1C=CC=CC=1)C1C=CC=CC=1.Cl.Cl[CH2:68][CH2:69]CON1CCCCC1. (7) Given the product [O:1]1[CH2:5][CH2:4][O:3][CH:2]1[C:6]1[CH:15]=[CH:14][C:9]([C:10]([OH:12])=[O:11])=[C:8]([F:16])[CH:7]=1, predict the reactants needed to synthesize it. The reactants are: [O:1]1[CH2:5][CH2:4][O:3][CH:2]1[C:6]1[CH:15]=[CH:14][C:9]([C:10]([O:12]C)=[O:11])=[C:8]([F:16])[CH:7]=1.O.[OH-].[Li+].CO.